From a dataset of Catalyst prediction with 721,799 reactions and 888 catalyst types from USPTO. Predict which catalyst facilitates the given reaction. (1) Product: [CH:11]([N:14]1[CH2:19][CH2:18][N:17]([C:2]2[CH:7]=[N:6][C:5]([N+:8]([O-:10])=[O:9])=[CH:4][CH:3]=2)[CH2:16][CH2:15]1)([CH3:13])[CH3:12]. Reactant: Br[C:2]1[CH:3]=[CH:4][C:5]([N+:8]([O-:10])=[O:9])=[N:6][CH:7]=1.[CH:11]([N:14]1[CH2:19][CH2:18][NH:17][CH2:16][CH2:15]1)([CH3:13])[CH3:12]. The catalyst class is: 58. (2) Reactant: [NH2:1][C:2]1[N:7]=[C:6]([N:8]2[C@H:13]([CH3:14])[CH2:12][CH2:11][C@H:10]([C:15]([OH:17])=O)[CH2:9]2)[CH:5]=[C:4]([C:18]2[CH:23]=[CH:22][C:21]([C:24]#[N:25])=[C:20]([F:26])[CH:19]=2)[N:3]=1.CN(C(ON1N=NC2C=CC=NC1=2)=[N+](C)C)C.F[P-](F)(F)(F)(F)F.CCN(C(C)C)C(C)C.[CH3:60][CH:61]1[CH2:66][CH2:65][CH2:64][CH:63]([NH2:67])[CH2:62]1. Product: [NH2:1][C:2]1[N:7]=[C:6]([N:8]2[C@H:13]([CH3:14])[CH2:12][CH2:11][C@H:10]([C:15]([NH:67][CH:63]3[CH2:64][CH2:65][CH2:66][CH:61]([CH3:60])[CH2:62]3)=[O:17])[CH2:9]2)[CH:5]=[C:4]([C:18]2[CH:23]=[CH:22][C:21]([C:24]#[N:25])=[C:20]([F:26])[CH:19]=2)[N:3]=1. The catalyst class is: 3. (3) Reactant: [CH2:1]([N:3]([CH2:14][CH3:15])[CH2:4][CH2:5][O:6][C:7]1[CH:12]=[CH:11][C:10]([NH2:13])=[CH:9][CH:8]=1)[CH3:2].C(N(CC)CC)C.[CH3:23][O:24][C:25](O[C:25]([O:24][CH3:23])=[O:26])=[O:26]. Product: [CH2:14]([N:3]([CH2:1][CH3:2])[CH2:4][CH2:5][O:6][C:7]1[CH:8]=[CH:9][C:10]([NH:13][C:25](=[O:26])[O:24][CH3:23])=[CH:11][CH:12]=1)[CH3:15]. The catalyst class is: 1.